From a dataset of Peptide-MHC class II binding affinity with 134,281 pairs from IEDB. Regression. Given a peptide amino acid sequence and an MHC pseudo amino acid sequence, predict their binding affinity value. This is MHC class II binding data. (1) The peptide sequence is SQDNELSWNLNGLQAY. The MHC is HLA-DQA10101-DQB10501 with pseudo-sequence HLA-DQA10101-DQB10501. The binding affinity (normalized) is 0.627. (2) The peptide sequence is ASYNTHETICPEPTIDE. The MHC is DRB1_1101 with pseudo-sequence DRB1_1101. The binding affinity (normalized) is 0.0269. (3) The peptide sequence is VIIHGLHLYGCSTSV. The MHC is HLA-DPA10301-DPB10402 with pseudo-sequence HLA-DPA10301-DPB10402. The binding affinity (normalized) is 0.284. (4) The peptide sequence is VFTLLFQLCTFTKST. The MHC is DRB1_0101 with pseudo-sequence DRB1_0101. The binding affinity (normalized) is 0.613. (5) The peptide sequence is NNKYAASSYLSLTPE. The MHC is HLA-DQA10501-DQB10201 with pseudo-sequence HLA-DQA10501-DQB10201. The binding affinity (normalized) is 0.613. (6) The binding affinity (normalized) is 0.185. The MHC is HLA-DPA10103-DPB10601 with pseudo-sequence HLA-DPA10103-DPB10601. The peptide sequence is AAATAGTTLYGAFAA. (7) The binding affinity (normalized) is 0.542. The MHC is DRB1_1602 with pseudo-sequence DRB1_1602. The peptide sequence is YKKYFAATQFEPLAA. (8) The peptide sequence is MSSKFPELGMNASHC. The MHC is HLA-DQA10101-DQB10501 with pseudo-sequence HLA-DQA10101-DQB10501. The binding affinity (normalized) is 0.